Task: Regression. Given a peptide amino acid sequence and an MHC pseudo amino acid sequence, predict their binding affinity value. This is MHC class II binding data.. Dataset: Peptide-MHC class II binding affinity with 134,281 pairs from IEDB (1) The peptide sequence is PEMPALYEKKLALYL. The MHC is DRB3_0101 with pseudo-sequence DRB3_0101. The binding affinity (normalized) is 0.188. (2) The peptide sequence is VVVHITDDNEEPIAP. The MHC is HLA-DPA10201-DPB10101 with pseudo-sequence HLA-DPA10201-DPB10101. The binding affinity (normalized) is 0.0970. (3) The peptide sequence is RFHLIKNTFGLLFYQ. The MHC is DRB1_1501 with pseudo-sequence DRB1_1501. The binding affinity (normalized) is 0.788. (4) The peptide sequence is MLHWSLILPGIKAQQ. The MHC is HLA-DQA10201-DQB10303 with pseudo-sequence HLA-DQA10201-DQB10303. The binding affinity (normalized) is 0.692.